Dataset: Peptide-MHC class I binding affinity with 185,985 pairs from IEDB/IMGT. Task: Regression. Given a peptide amino acid sequence and an MHC pseudo amino acid sequence, predict their binding affinity value. This is MHC class I binding data. (1) The peptide sequence is EEFCDMLRL. The MHC is BoLA-T2b with pseudo-sequence BoLA-T2b. The binding affinity (normalized) is 0.644. (2) The peptide sequence is EQRLIDICV. The MHC is HLA-A68:02 with pseudo-sequence HLA-A68:02. The binding affinity (normalized) is 0.0847. (3) The peptide sequence is TGIVSSMHY. The MHC is HLA-A02:03 with pseudo-sequence HLA-A02:03. The binding affinity (normalized) is 0.0847. (4) The peptide sequence is GVPKTHLEL. The MHC is HLA-C07:01 with pseudo-sequence HLA-C07:01. The binding affinity (normalized) is 0.334. (5) The peptide sequence is SYKVNCINF. The MHC is HLA-A30:02 with pseudo-sequence HLA-A30:02. The binding affinity (normalized) is 0.413.